From a dataset of Forward reaction prediction with 1.9M reactions from USPTO patents (1976-2016). Predict the product of the given reaction. Given the reactants Cl.O1CCOCC1.C(=[N:15][C:16]([C:25]1[CH:30]=[CH:29][C:28]([Cl:31])=[C:27]([Cl:32])[CH:26]=1)([CH2:22][CH:23]=[CH2:24])[C:17]([O:19][CH2:20][CH3:21])=[O:18])C1C=CC=CC=1, predict the reaction product. The product is: [NH2:15][C:16]([C:25]1[CH:30]=[CH:29][C:28]([Cl:31])=[C:27]([Cl:32])[CH:26]=1)([CH2:22][CH:23]=[CH2:24])[C:17]([O:19][CH2:20][CH3:21])=[O:18].